This data is from Forward reaction prediction with 1.9M reactions from USPTO patents (1976-2016). The task is: Predict the product of the given reaction. (1) Given the reactants [Cl:1][C:2]1[CH:7]=[CH:6][C:5]([C:8]2[N:12]([C:13]3[CH:18]=[CH:17][C:16]([Cl:19])=[CH:15][C:14]=3[Cl:20])[N:11]=[C:10]([C:21](O)=O)[C:9]=2[CH3:24])=[CH:4][CH:3]=1.[CH2:25]([NH:28][C:29]([CH3:34])([CH3:33])[C:30]([NH2:32])=[O:31])[CH:26]=[CH2:27], predict the reaction product. The product is: [CH2:25]([N:28]1[C:29]([CH3:34])([CH3:33])[C:30](=[O:31])[N:32]=[C:21]1[C:10]1[C:9]([CH3:24])=[C:8]([C:5]2[CH:6]=[CH:7][C:2]([Cl:1])=[CH:3][CH:4]=2)[N:12]([C:13]2[CH:18]=[CH:17][C:16]([Cl:19])=[CH:15][C:14]=2[Cl:20])[N:11]=1)[CH:26]=[CH2:27]. (2) Given the reactants [Br:1][C:2]1[CH:3]=[C:4]([OH:8])[CH:5]=[CH:6][CH:7]=1.C(=O)([O-])[O-].[K+].[K+].Br[CH2:16][CH2:17][CH2:18][CH2:19][CH3:20], predict the reaction product. The product is: [Br:1][C:2]1[CH:7]=[CH:6][CH:5]=[C:4]([O:8][CH2:16][CH2:17][CH2:18][CH2:19][CH3:20])[CH:3]=1.